This data is from NCI-60 drug combinations with 297,098 pairs across 59 cell lines. The task is: Regression. Given two drug SMILES strings and cell line genomic features, predict the synergy score measuring deviation from expected non-interaction effect. Drug 1: CN(CCCl)CCCl.Cl. Drug 2: C1CC(=O)NC(=O)C1N2C(=O)C3=CC=CC=C3C2=O. Cell line: DU-145. Synergy scores: CSS=11.7, Synergy_ZIP=-7.62, Synergy_Bliss=-5.82, Synergy_Loewe=-18.7, Synergy_HSA=-8.52.